Dataset: Forward reaction prediction with 1.9M reactions from USPTO patents (1976-2016). Task: Predict the product of the given reaction. (1) Given the reactants [CH3:1][C:2]1[S:6][C:5]([C:7]#[C:8][Si:9]([CH3:12])([CH3:11])[CH3:10])=[CH:4][CH:3]=1.CCCCCC.C([Al]CC(C)C)C(C)C.[CH3:28][O:29][C:30]1[CH:35]=[CH:34][C:33](I)=[CH:32][CH:31]=1, predict the reaction product. The product is: [CH3:28][O:29][C:30]1[CH:35]=[CH:34][C:33](/[C:8](/[Si:9]([CH3:10])([CH3:12])[CH3:11])=[CH:7]/[C:5]2[S:6][C:2]([CH3:1])=[CH:3][CH:4]=2)=[CH:32][CH:31]=1. (2) Given the reactants [ClH:1].[Br:2][C:3]1[CH:4]=[C:5](N)[CH:6]=[CH:7][C:8]=1[F:9].C(O[N+]([O-])=O)(C)(C)C.[S:19](=[O:21])=[O:20], predict the reaction product. The product is: [Br:2][C:3]1[CH:4]=[C:5]([S:19]([Cl:1])(=[O:21])=[O:20])[CH:6]=[CH:7][C:8]=1[F:9]. (3) Given the reactants [CH:1]([C:4]1[CH:9]=[C:8]([N+:10]([O-])=O)[CH:7]=[C:6]([CH:13]([CH3:15])[CH3:14])[C:5]=1[NH:16][S:17]([C:20]1[CH:25]=[CH:24][C:23]([CH3:26])=[CH:22][CH:21]=1)(=[O:19])=[O:18])([CH3:3])[CH3:2].[OH-].[Na+], predict the reaction product. The product is: [NH2:10][C:8]1[CH:9]=[C:4]([CH:1]([CH3:3])[CH3:2])[C:5]([NH:16][S:17]([C:20]2[CH:21]=[CH:22][C:23]([CH3:26])=[CH:24][CH:25]=2)(=[O:19])=[O:18])=[C:6]([CH:13]([CH3:15])[CH3:14])[CH:7]=1. (4) Given the reactants [CH3:1][O:2][C:3]1[CH:4]=[C:5]2[CH2:14][CH:13]([CH2:15][CH:16]3[CH2:21][CH2:20][N:19]([CH2:22][C:23]4[CH:24]=[CH:25][CH:26]=[CH:27][CH:28]=4)[CH2:18][CH2:17]3)[C:11](=[O:12])[C:6]2=[CH:7][C:8]=1[O:9][CH3:10].[CH3:29][S:30]([OH:33])(=[O:32])=[O:31].C, predict the reaction product. The product is: [CH3:1][O:2][C:3]1[CH:4]=[C:5]2[CH2:14][CH:13]([CH2:15][CH:16]3[CH2:17][CH2:18][N:19]([CH2:22][C:23]4[CH:28]=[CH:27][CH:26]=[CH:25][CH:24]=4)[CH2:20][CH2:21]3)[C:11](=[O:12])[C:6]2=[CH:7][C:8]=1[O:9][CH3:10].[CH3:29][S:30]([O-:33])(=[O:32])=[O:31]. (5) Given the reactants [N+:1]([C:4]1[CH:5]=[C:6]([CH:14]=[CH:15][CH:16]=1)[CH2:7][N:8]1[CH2:13][CH2:12][O:11][CH2:10][CH2:9]1)([O-])=O.Cl, predict the reaction product. The product is: [N:8]1([CH2:7][C:6]2[CH:5]=[C:4]([NH2:1])[CH:16]=[CH:15][CH:14]=2)[CH2:13][CH2:12][O:11][CH2:10][CH2:9]1. (6) The product is: [F:1][C:2]1[CH:11]=[CH:10][CH:9]=[C:8]2[C:3]=1[CH:4]=[CH:5][CH:6]=[C:7]2[CH2:12][C:13]([O:15][CH2:16][CH3:17])=[O:14]. Given the reactants [F:1][C:2]1[CH:11]=[CH:10][CH:9]=[C:8]2[C:3]=1[CH2:4][CH2:5][CH:6]=[C:7]2[CH2:12][C:13]([O:15][CH2:16][CH3:17])=[O:14].ClC1C(=O)C(C#N)=C(C#N)C(=O)C=1Cl, predict the reaction product.